This data is from Peptide-MHC class I binding affinity with 185,985 pairs from IEDB/IMGT. The task is: Regression. Given a peptide amino acid sequence and an MHC pseudo amino acid sequence, predict their binding affinity value. This is MHC class I binding data. (1) The peptide sequence is EEMNLPGRW. The MHC is HLA-A03:01 with pseudo-sequence HLA-A03:01. The binding affinity (normalized) is 0.0282. (2) The peptide sequence is HPALVFDITK. The MHC is HLA-B18:01 with pseudo-sequence HLA-B18:01. The binding affinity (normalized) is 0.0528. (3) The peptide sequence is TTALFGHSY. The MHC is HLA-A03:01 with pseudo-sequence HLA-A03:01. The binding affinity (normalized) is 0.0847. (4) The peptide sequence is NANPDCKTI. The MHC is HLA-B15:01 with pseudo-sequence HLA-B15:01. The binding affinity (normalized) is 0.0847. (5) The MHC is HLA-A29:02 with pseudo-sequence HLA-A29:02. The binding affinity (normalized) is 1.00. The peptide sequence is QTVEMSPFY. (6) The peptide sequence is SILASSLLR. The MHC is HLA-A11:01 with pseudo-sequence HLA-A11:01. The binding affinity (normalized) is 0.554. (7) The peptide sequence is VMAASGAPF. The MHC is HLA-A30:01 with pseudo-sequence HLA-A30:01. The binding affinity (normalized) is 0.0847.